Dataset: Reaction yield outcomes from USPTO patents with 853,638 reactions. Task: Predict the reaction yield, written as a fraction of the theoretical maximum amount of product (1.0 means a 100% yield; for example, 0.34 means a 34% yield). (1) The reactants are Cl.[NH2:2][C:3]1([C:6]2[NH:7][C:8]([C:14]3[CH:23]=[CH:22][CH:21]=[C:20]4[C:15]=3[N:16]=[C:17]([NH:25][C:26]([CH3:29])([CH3:28])[CH3:27])[C:18]([CH3:24])=[N:19]4)=[CH:9][C:10]=2[C:11]([OH:13])=O)[CH2:5][CH2:4]1.CCN(C(C)C)C(C)C.F[P-](F)(F)(F)(F)F.N1(O[P+](N2CCCC2)(N2CCCC2)N2CCCC2)C2C=CC=CC=2N=N1. The catalyst is CN(C=O)C.C(Cl)Cl. The product is [C:26]([NH:25][C:17]1[C:18]([CH3:24])=[N:19][C:20]2[C:15]([N:16]=1)=[C:14]([C:8]1[NH:7][C:6]3[C:3]4([CH2:4][CH2:5]4)[NH:2][C:11](=[O:13])[C:10]=3[CH:9]=1)[CH:23]=[CH:22][CH:21]=2)([CH3:27])([CH3:28])[CH3:29]. The yield is 0.690. (2) The reactants are C[O:2][C:3]1[CH2:4][C:5]([S:12]([C:15]2([CH2:23][CH2:24][Cl:25])[CH:20]=[CH:19][CH:18]=[C:17]([O:21]C)[CH2:16]2)(=[O:14])=[O:13])([CH2:9][CH2:10][Cl:11])[CH:6]=[CH:7][CH:8]=1.B(Br)(Br)Br.[Na+].[Cl-]. The catalyst is C(Cl)Cl. The product is [OH:2][C:3]1[CH2:4][C:5]([S:12]([C:15]2([CH2:23][CH2:24][Cl:25])[CH:20]=[CH:19][CH:18]=[C:17]([OH:21])[CH2:16]2)(=[O:14])=[O:13])([CH2:9][CH2:10][Cl:11])[CH:6]=[CH:7][CH:8]=1. The yield is 0.870. (3) The reactants are [Cl:1][C:2]1[CH:3]=[C:4]([C:8]2[O:12][N:11]=[C:10]([C@H:13]([OH:15])[CH3:14])[CH:9]=2)[CH:5]=[CH:6][CH:7]=1.CS([C:20]1[N:21]([CH3:31])[C:22]([C:25]2[CH:30]=[CH:29][N:28]=[CH:27][CH:26]=2)=[N:23][N:24]=1)(=O)=O.C(=O)([O-])[O-].[Cs+].[Cs+].CS(C)=O. The catalyst is O. The product is [Cl:1][C:2]1[CH:3]=[C:4]([C:8]2[O:12][N:11]=[C:10]([C@H:13]([O:15][C:20]3[N:21]([CH3:31])[C:22]([C:25]4[CH:30]=[CH:29][N:28]=[CH:27][CH:26]=4)=[N:23][N:24]=3)[CH3:14])[CH:9]=2)[CH:5]=[CH:6][CH:7]=1. The yield is 0.880. (4) The yield is 0.380. The reactants are [C:1]([O:5][C:6]([N:8]1[CH2:13][CH2:12][C:11](=[CH2:14])[CH2:10][CH2:9]1)=[O:7])([CH3:4])([CH3:3])[CH3:2].C12BC(CCC1)CCC2.[C:24]1([S:30]([N:33]2[C:37]3[CH:38]=[N:39][C:40]([C:43]#[N:44])=[C:41](Br)[C:36]=3[C:35]3[CH:45]=[CH:46][CH:47]=[N:48][C:34]2=3)(=[O:32])=[O:31])[CH:29]=[CH:28][CH:27]=[CH:26][CH:25]=1.C(=O)([O-])[O-].[K+].[K+]. The product is [C:1]([O:5][C:6]([N:8]1[CH2:13][CH2:12][CH:11]([CH2:14][C:41]2[C:36]3[C:35]4[CH:45]=[CH:46][CH:47]=[N:48][C:34]=4[N:33]([S:30]([C:24]4[CH:25]=[CH:26][CH:27]=[CH:28][CH:29]=4)(=[O:32])=[O:31])[C:37]=3[CH:38]=[N:39][C:40]=2[C:43]#[N:44])[CH2:10][CH2:9]1)=[O:7])([CH3:4])([CH3:3])[CH3:2]. The catalyst is O.CN(C=O)C.ClCCl.C1C=CC(P([C]2[CH][CH][CH][CH]2)C2C=CC=CC=2)=CC=1.C1C=CC(P([C]2[CH][CH][CH][CH]2)C2C=CC=CC=2)=CC=1.Cl[Pd]Cl.[Fe]. (5) The reactants are [Si]([O:8][C@H:9]([CH3:42])[CH2:10][CH2:11][CH2:12][C@H:13]([OH:41])/[CH:14]=[CH:15]/[C@H:16]1[C@H:20]([O:21][CH:22]2[CH2:27][CH2:26][CH2:25][CH2:24][O:23]2)[CH2:19][C@@H:18]([Cl:28])[C@@H:17]1[CH2:29][CH2:30][CH2:31][C:32]1[S:36][C:35]([C:37]([O:39][CH3:40])=[O:38])=[CH:34][CH:33]=1)(C(C)(C)C)(C)C.CCCC[N+](CCCC)(CCCC)CCCC.[F-].C1COCC1. The catalyst is C1COCC1. The product is [Cl:28][C@H:18]1[C@H:17]([CH2:29][CH2:30][CH2:31][C:32]2[S:36][C:35]([C:37]([O:39][CH3:40])=[O:38])=[CH:34][CH:33]=2)[C@@H:16](/[CH:15]=[CH:14]/[C@@H:13]([OH:41])[CH2:12][CH2:11][CH2:10][C@H:9]([OH:8])[CH3:42])[C@H:20]([O:21][CH:22]2[CH2:27][CH2:26][CH2:25][CH2:24][O:23]2)[CH2:19]1. The yield is 0.800.